From a dataset of Full USPTO retrosynthesis dataset with 1.9M reactions from patents (1976-2016). Predict the reactants needed to synthesize the given product. (1) Given the product [F:32][C:11]1[CH:10]=[C:9]([C:40]2[C:35]([O:34][CH3:33])=[N:36][C:37]([CH3:45])=[CH:38][C:39]=2[CH3:44])[C:14]([F:15])=[CH:13][C:12]=1[C:16]1[N:20]([CH:21]2[CH2:26][CH2:25][O:24][CH2:23][CH2:22]2)[N:19]=[CH:18][C:17]=1[C:27]([O:29][CH2:30][CH3:31])=[O:28], predict the reactants needed to synthesize it. The reactants are: C(=O)([O-])[O-].[Cs+].[Cs+].O.Br[C:9]1[C:14]([F:15])=[CH:13][C:12]([C:16]2[N:20]([CH:21]3[CH2:26][CH2:25][O:24][CH2:23][CH2:22]3)[N:19]=[CH:18][C:17]=2[C:27]([O:29][CH2:30][CH3:31])=[O:28])=[C:11]([F:32])[CH:10]=1.[CH3:33][O:34][C:35]1[C:40](B(O)O)=[C:39]([CH3:44])[CH:38]=[C:37]([CH3:45])[N:36]=1. (2) Given the product [CH3:18][C:13]1([CH3:19])[C:14]([CH3:17])([CH3:16])[O:15][B:11]([C:8]2[NH:9][C:10]3[CH:2]=[CH:3][CH:4]=[C:5]([C:29]([O:31][CH3:32])=[O:30])[C:6]=3[CH:7]=2)[O:12]1, predict the reactants needed to synthesize it. The reactants are: Cl[C:2]1[CH:3]=[CH:4][CH:5]=[C:6]2[C:10]=1[NH:9][C:8]([B:11]1[O:15][C:14]([CH3:17])([CH3:16])[C:13]([CH3:19])([CH3:18])[O:12]1)=[CH:7]2.N1C2C=CC=C([C:29]([O:31][CH3:32])=[O:30])C=2C=C1. (3) Given the product [C:33]([OH:35])(=[O:34])[C:32]1[CH:36]=[CH:37][CH:29]=[CH:30][CH:31]=1, predict the reactants needed to synthesize it. The reactants are: Cl.ClC1C=C(NC2C(NN)=NC3=NON=C3N=2)C=CC=1F.C(C1OC([C:29]2[CH:37]=[CH:36][C:32]([C:33]([OH:35])=[O:34])=[CH:31][CH:30]=2)=CC=1)=O. (4) Given the product [C:28]([N:5]([CH2:6][C@@H:7]1[O:11][C:10](=[O:12])[N:9]([C:13]2[CH:18]=[CH:17][C:16]([CH:19]3[CH2:24][CH2:23][S:22](=[O:26])(=[O:25])[CH2:21][CH2:20]3)=[C:15]([F:27])[CH:14]=2)[CH2:8]1)[C:4]([O:3][CH2:2][O:41][C:39](=[O:40])[C@H:38]([C:32]1[CH:37]=[CH:36][CH:35]=[CH:34][CH:33]=1)[CH3:42])=[O:31])(=[O:30])[CH3:29], predict the reactants needed to synthesize it. The reactants are: Cl[CH2:2][O:3][C:4](=[O:31])[N:5]([C:28](=[O:30])[CH3:29])[CH2:6][C@@H:7]1[O:11][C:10](=[O:12])[N:9]([C:13]2[CH:18]=[CH:17][C:16]([CH:19]3[CH2:24][CH2:23][S:22](=[O:26])(=[O:25])[CH2:21][CH2:20]3)=[C:15]([F:27])[CH:14]=2)[CH2:8]1.[C:32]1([C@H:38]([CH3:42])[C:39]([O-:41])=[O:40])[CH:37]=[CH:36][CH:35]=[CH:34][CH:33]=1.[Cs+].[I-].[Na+].O. (5) Given the product [F:1][CH:2]([F:7])[CH2:3][N:37]1[CH2:36][C:35]([CH2:39][C:40]#[N:41])([N:33]2[CH:34]=[C:30]([C:28]3[N:27]4[CH:42]=[CH:43][N:44]=[C:26]4[CH:25]=[C:24]([C:22]4[CH:21]=[N:20][N:19]([CH:17]5[CH2:16][O:15][CH2:18]5)[CH:23]=4)[N:29]=3)[CH:31]=[N:32]2)[CH2:38]1, predict the reactants needed to synthesize it. The reactants are: [F:1][C:2]([F:7])(F)[C:3](O)=O.FC(F)(F)C(O)=O.[O:15]1[CH2:18][CH:17]([N:19]2[CH:23]=[C:22]([C:24]3[N:29]=[C:28]([C:30]4[CH:31]=[N:32][N:33]([C:35]5([CH2:39][C:40]#[N:41])[CH2:38][NH:37][CH2:36]5)[CH:34]=4)[N:27]4[CH:42]=[CH:43][N:44]=[C:26]4[CH:25]=3)[CH:21]=[N:20]2)[CH2:16]1.FC(F)(F)S(OCC(F)F)(=O)=O.C(N(C(C)C)C(C)C)C. (6) Given the product [CH3:60][S:61]([OH:64])(=[O:63])=[O:62].[CH3:60][S:61]([OH:64])(=[O:63])=[O:62].[CH:50]([O:49][C:44]1[C:45]([O:47][CH3:48])=[CH:46][C:41]([C:38]2[CH:39]=[CH:40][C:35]([C:34]([N:31]3[CH2:32][CH2:33][N:28]([CH2:27][CH2:26][CH2:25][N:22]4[CH2:23][CH2:24][N:19]([C:17](=[O:18])[C:16]5[CH:15]=[CH:14][C:13]([C:8]6[CH:7]=[C:6]([O:58][CH3:59])[C:5]([O:4][CH:1]([CH3:2])[CH3:3])=[C:10]([O:11][CH3:12])[CH:9]=6)=[CH:57][CH:56]=5)[CH2:20][CH2:21]4)[CH2:29][CH2:30]3)=[O:55])=[CH:36][CH:37]=2)=[CH:42][C:43]=1[O:53][CH3:54])([CH3:51])[CH3:52], predict the reactants needed to synthesize it. The reactants are: [CH:1]([O:4][C:5]1[C:10]([O:11][CH3:12])=[CH:9][C:8]([C:13]2[CH:57]=[CH:56][C:16]([C:17]([N:19]3[CH2:24][CH2:23][N:22]([CH2:25][CH2:26][CH2:27][N:28]4[CH2:33][CH2:32][N:31]([C:34](=[O:55])[C:35]5[CH:40]=[CH:39][C:38]([C:41]6[CH:46]=[C:45]([O:47][CH3:48])[C:44]([O:49][CH:50]([CH3:52])[CH3:51])=[C:43]([O:53][CH3:54])[CH:42]=6)=[CH:37][CH:36]=5)[CH2:30][CH2:29]4)[CH2:21][CH2:20]3)=[O:18])=[CH:15][CH:14]=2)=[CH:7][C:6]=1[O:58][CH3:59])([CH3:3])[CH3:2].[CH3:60][S:61]([OH:64])(=[O:63])=[O:62].COC(C)(C)C. (7) Given the product [OH:25][CH2:24][C:20]1[CH:19]=[C:18]([NH:17][C:5]2[N:6]=[C:7]3[C:2]([NH:1][C:59](=[O:61])[N:8]3[C:9]3[CH:14]=[CH:13][CH:12]=[CH:11][C:10]=3[O:15][CH3:16])=[C:3]([C:26]([NH2:38])=[O:27])[N:4]=2)[CH:23]=[CH:22][CH:21]=1, predict the reactants needed to synthesize it. The reactants are: [NH2:1][C:2]1[C:3]([C:26](OCC)=[O:27])=[N:4][C:5]([NH:17][C:18]2[CH:23]=[CH:22][CH:21]=[C:20]([CH2:24][OH:25])[CH:19]=2)=[N:6][C:7]=1[NH:8][C:9]1[CH:14]=[CH:13][CH:12]=[CH:11][C:10]=1[O:15][CH3:16].OC1C=CC=CC=1[N:38](CC)N1C(C([O-])=O)=CC(NC2C=CC=CC=2OC)=NC1.[CH2:59]([OH:61])C. (8) Given the product [CH:47](=[C:27]1/[CH2:26][C:25]2([CH2:31][CH3:32])[C:17]3=[CH:16][C:15]4[CH:14]=[N:13][N:12]([C:9]5[CH:8]=[CH:7][C:6]([F:5])=[CH:11][CH:10]=5)[C:20]=4[CH:19]=[C:18]3[CH2:21][CH2:22][CH2:23][CH:24]2[CH2:29][C:28]/1=[O:30])/[C:48]1[CH:53]=[CH:52][CH:51]=[CH:50][CH:49]=1, predict the reactants needed to synthesize it. The reactants are: [Na].C(O)C.[F:5][C:6]1[CH:11]=[CH:10][C:9]([N:12]2[C:20]3[C:15](=[CH:16][C:17]4[C@@:25]5([CH2:31][C:32]6C=CC=CN=6)[CH2:26][CH2:27][C:28](=[O:30])[CH2:29][C@H:24]5[CH2:23][CH2:22][CH2:21][C:18]=4[CH:19]=3)[CH:14]=[N:13]2)=[CH:8][CH:7]=1.FC1C=CC(N2[C:53]3[C:48](=[CH:49][C:50]4[C@]5(CC6C=CC=CN=6)CCC(=O)C[C@@H]5CCC[C:51]=4[CH:52]=3)[CH:47]=N2)=CC=1.C(=O)C1C=CC=CC=1. (9) Given the product [Cl:1][C:2]1[C:3]([CH2:31][N:39]2[CH2:40][CH2:41][N:36]([CH2:35][CH:34]([F:42])[F:33])[CH2:37][CH2:38]2)=[C:4]([C:27]([F:29])([F:30])[F:28])[CH:5]=[C:6]2[C:11]=1[NH:10][C:9](=[O:12])[N:8]([CH2:13][C:14]1[CH:19]=[C:18]([Cl:20])[CH:17]=[CH:16][C:15]=1[S:21]([CH2:24][CH3:25])(=[O:22])=[O:23])[C:7]2=[O:26], predict the reactants needed to synthesize it. The reactants are: [Cl:1][C:2]1[C:3]([CH:31]=O)=[C:4]([C:27]([F:30])([F:29])[F:28])[CH:5]=[C:6]2[C:11]=1[NH:10][C:9](=[O:12])[N:8]([CH2:13][C:14]1[CH:19]=[C:18]([Cl:20])[CH:17]=[CH:16][C:15]=1[S:21]([CH2:24][CH3:25])(=[O:23])=[O:22])[C:7]2=[O:26].[F:33][CH:34]([F:42])[CH2:35][N:36]1[CH2:41][CH2:40][NH:39][CH2:38][CH2:37]1.